From a dataset of Retrosynthesis with 50K atom-mapped reactions and 10 reaction types from USPTO. Predict the reactants needed to synthesize the given product. (1) The reactants are: CC(C)O.COc1cc2cc(Nc3cc(C)[nH]n3)nc(Cl)c2cc1C(=O)N(C)C. Given the product COc1cc2cc(Nc3cc(C)[nH]n3)nc(OC(C)C)c2cc1C(=O)N(C)C, predict the reactants needed to synthesize it. (2) Given the product CCOC(=O)N1CCC(N(C(=O)Cc2ccccc2)c2ccc(Cl)cc2)CC1, predict the reactants needed to synthesize it. The reactants are: CCOC(=O)N1CCC(Nc2ccc(Cl)cc2)CC1.O=C(Cl)Cc1ccccc1.